From a dataset of Catalyst prediction with 721,799 reactions and 888 catalyst types from USPTO. Predict which catalyst facilitates the given reaction. (1) Reactant: [F:1][C:2]([F:7])([F:6])[C:3]([OH:5])=[O:4].[CH3:8][C:9]1[N:13]2[C:14]3[CH:20]=[C:19]([CH3:21])[N:18]([CH2:22][C:23]4[CH:24]=[C:25]([CH:29]=[CH:30][CH:31]=4)[C:26](N)=[O:27])[C:15]=3[CH:16]=[CH:17][C:12]2=[N:11][N:10]=1.Cl.[NH2:33][OH:34].C(N(C(C)C)CC)(C)C.CC#N. Product: [F:1][C:2]([F:7])([F:6])[C:3]([OH:5])=[O:4].[CH3:8][C:9]1[N:13]2[C:14]3[CH:20]=[C:19]([CH3:21])[N:18]([CH2:22][C:23]4[CH:24]=[C:25]([CH:29]=[CH:30][CH:31]=4)[C:26]([NH:33][OH:34])=[O:27])[C:15]=3[CH:16]=[CH:17][C:12]2=[N:11][N:10]=1. The catalyst class is: 2. (2) Reactant: [Cl:1][C:2]1[N:10]=[C:9]2[C:5]([N:6]=[CH:7][N:8]2C2CCCCO2)=[C:4]([NH:17][CH:18]([C:20]2[N:21]([C:32]3[CH:37]=[CH:36][CH:35]=[CH:34][CH:33]=3)[C:22](=[O:31])[C:23]3[C:28]([CH:29]=2)=[CH:27][CH:26]=[CH:25][C:24]=3[CH3:30])[CH3:19])[N:3]=1.C([O-])(O)=O.[Na+]. Product: [Cl:1][C:2]1[N:10]=[C:9]2[C:5]([N:6]=[CH:7][NH:8]2)=[C:4]([NH:17][CH:18]([C:20]2[N:21]([C:32]3[CH:37]=[CH:36][CH:35]=[CH:34][CH:33]=3)[C:22](=[O:31])[C:23]3[C:28]([CH:29]=2)=[CH:27][CH:26]=[CH:25][C:24]=3[CH3:30])[CH3:19])[N:3]=1. The catalyst class is: 422. (3) Reactant: C([NH:5][S:6]([C:9]1[CH:10]=[C:11]([C:15]2[CH:20]=[CH:19][CH:18]=[C:17]([C:21]3[N:26]=[C:25]([C:27]4[CH:32]=[CH:31][C:30]([Cl:33])=[CH:29][CH:28]=4)[CH:24]=[C:23]([C:34]([F:37])([F:36])[F:35])[N:22]=3)[CH:16]=2)[CH:12]=[CH:13][CH:14]=1)(=[O:8])=[O:7])(C)(C)C.C(O)(C(F)(F)F)=O. Product: [Cl:33][C:30]1[CH:31]=[CH:32][C:27]([C:25]2[CH:24]=[C:23]([C:34]([F:36])([F:35])[F:37])[N:22]=[C:21]([C:17]3[CH:16]=[C:15]([C:11]4[CH:12]=[CH:13][CH:14]=[C:9]([S:6]([NH2:5])(=[O:8])=[O:7])[CH:10]=4)[CH:20]=[CH:19][CH:18]=3)[N:26]=2)=[CH:28][CH:29]=1. The catalyst class is: 4. (4) Reactant: C([Li])CCC.Br[C:7]1[CH:21]=[CH:20][C:10]2[CH2:11][CH2:12][N:13]([CH:16]3[CH2:19][CH2:18][CH2:17]3)[CH2:14][CH2:15][C:9]=2[CH:8]=1.B(F)(F)F.CCOCC.[O:31]1[C:33]2([CH2:38][CH2:37][N:36]([C:39]([O:41][C:42]([CH3:45])([CH3:44])[CH3:43])=[O:40])[CH2:35][CH2:34]2)[CH2:32]1.[Cl-].[NH4+]. Product: [CH:16]1([N:13]2[CH2:14][CH2:15][C:9]3[CH:8]=[C:7]([CH2:32][C:33]4([OH:31])[CH2:34][CH2:35][N:36]([C:39]([O:41][C:42]([CH3:45])([CH3:44])[CH3:43])=[O:40])[CH2:37][CH2:38]4)[CH:21]=[CH:20][C:10]=3[CH2:11][CH2:12]2)[CH2:19][CH2:18][CH2:17]1. The catalyst class is: 392. (5) Reactant: [NH2:1][C:2]1[CH:3]=[C:4]2[C:8](=[CH:9][CH:10]=1)[N:7]([CH2:11][C:12]1[CH:17]=[CH:16][C:15]([Cl:18])=[CH:14][CH:13]=1)[C:6]([CH3:19])=[C:5]2[C:20](=[O:32])[C:21]([NH:23][C:24]1[CH:29]=[CH:28][N:27]=[C:26]([O:30][CH3:31])[CH:25]=1)=[O:22].[C:33](Cl)(=[O:35])[CH3:34].N1C=CC=CC=1. Product: [C:33]([NH:1][C:2]1[CH:3]=[C:4]2[C:8](=[CH:9][CH:10]=1)[N:7]([CH2:11][C:12]1[CH:13]=[CH:14][C:15]([Cl:18])=[CH:16][CH:17]=1)[C:6]([CH3:19])=[C:5]2[C:20](=[O:32])[C:21]([NH:23][C:24]1[CH:29]=[CH:28][N:27]=[C:26]([O:30][CH3:31])[CH:25]=1)=[O:22])(=[O:35])[CH3:34]. The catalyst class is: 4. (6) Reactant: [NH2:1][C:2]1[C:31]([NH2:32])=[CH:30][C:29]([Cl:33])=[CH:28][C:3]=1[C:4]([O:6][CH2:7][C:8]1([C:21]2[CH:26]=[CH:25][C:24]([F:27])=[CH:23][CH:22]=2)[CH2:13][CH2:12][N:11]([C:14]([O:16][C:17]([CH3:20])([CH3:19])[CH3:18])=[O:15])[CH2:10][CH2:9]1)=[O:5].[C:34](N1C=CN=C1)(N1C=CN=C1)=[O:35].C(OCC)C. Product: [Cl:33][C:29]1[CH:28]=[C:3]([C:4]([O:6][CH2:7][C:8]2([C:21]3[CH:22]=[CH:23][C:24]([F:27])=[CH:25][CH:26]=3)[CH2:9][CH2:10][N:11]([C:14]([O:16][C:17]([CH3:20])([CH3:19])[CH3:18])=[O:15])[CH2:12][CH2:13]2)=[O:5])[C:2]2[NH:1][C:34](=[O:35])[NH:32][C:31]=2[CH:30]=1. The catalyst class is: 7. (7) Reactant: [CH3:1][S:2](Cl)(=[O:4])=[O:3].[N+:6]([C:9]1[CH:14]=[CH:13][C:12]([NH2:15])=[CH:11][CH:10]=1)([O-])=O. Product: [NH2:6][C:9]1[CH:14]=[CH:13][C:12]([NH:15][S:2]([CH3:1])(=[O:4])=[O:3])=[CH:11][CH:10]=1. The catalyst class is: 202.